Dataset: Catalyst prediction with 721,799 reactions and 888 catalyst types from USPTO. Task: Predict which catalyst facilitates the given reaction. (1) Reactant: [Br:1][C:2]1[CH:3]=[N:4][CH:5]=[C:6]([CH:12]=1)[C:7]([O:9]CC)=O.[Li+:13].CC([N-]C(C)C)C.[C:21]([O:25][CH3:26])(=[O:24])[CH:22]=[CH2:23].CC(O)=O. Product: [Br:1][C:2]1[C:12]2[CH2:23][C:22]([C:21]([O:25][CH3:26])=[O:24])=[C:7]([O-:9])[C:6]=2[CH:5]=[N:4][CH:3]=1.[Li+:13]. The catalyst class is: 1. (2) Reactant: C([O:4][C@H:5]1[C@@H:10]([O:11]C(=O)C)[C@H:9]([O:15]C(=O)C)[C@@H:8]([CH2:19][O:20]C(=O)C)[O:7][C@@H:6]1[O:24][CH2:25][CH2:26][O:27][CH2:28][CH2:29][O:30]CC#C)(=O)C.C[O-].[Na+]. Product: [CH2:6]([O:24][CH2:25][CH2:26][O:27][CH2:28][CH2:29][OH:30])[C:5]#[CH:10].[CH2:19]([OH:20])[C@H:8]1[O:7][C@H:6]([O-:24])[C@@H:5]([OH:4])[C@@H:10]([OH:11])[C@@H:9]1[OH:15]. The catalyst class is: 5. (3) Reactant: Br[C:2]1[CH:7]=[CH:6][CH:5]=[CH:4][C:3]=1[CH2:8][CH2:9][CH2:10][OH:11].B1(B2OC(C)(C)C(C)(C)O2)OC(C)(C)C(C)(C)O1.C([O-])(=O)C.[K+].Br[C:36]1[NH:37][C:38]2[CH:39]=[CH:40][CH:41]=[C:42]3[C:48](=[O:49])[NH:47][CH2:46][CH2:45][C:44]=1[C:43]=23.C(=O)([O-])[O-].[Na+].[Na+]. Product: [OH:11][CH2:10][CH2:9][CH2:8][C:3]1[CH:4]=[CH:5][CH:6]=[CH:7][C:2]=1[C:36]1[NH:37][C:38]2[CH:39]=[CH:40][CH:41]=[C:42]3[C:48](=[O:49])[NH:47][CH2:46][CH2:45][C:44]=1[C:43]=23. The catalyst class is: 140. (4) Product: [Br:4][C:5]1[CH:6]=[CH:7][C:8]2[C:25](=[CH:24][C:23]3[C:10]([CH:9]=2)=[CH:11][C:12]2[C:21](=[CH:20][C:19]4[C:14]([CH:13]=2)=[CH:15][CH:16]=[C:17]([CH3:27])[CH:18]=4)[CH:22]=3)[CH:26]=1. Reactant: [Mg].BrC.[Br:4][C:5]1[CH:26]=[C:25]2[C:8]([CH:9]=[C:10]3[C:23](=[CH:24]2)[CH:22]=[C:21]2[C:12]([CH:13]=[C:14]4[C:19](=[CH:20]2)[CH:18]=[CH:17][CH:16]=[CH:15]4)=[CH:11]3)=[CH:7][CH:6]=1.[CH3:27]C1C=C2C(C=C3C(=C2)C=C2C(C=C4C(=C2)C=CC=C4)=C3)=CC=1.C1C(=O)N(Br)C(=O)C1. The catalyst class is: 22. (5) Reactant: [CH3:1][C:2]([C:4]1[CH:9]=[CH:8][C:7]([Br:10])=[CH:6][C:5]=1[OH:11])=[O:3].[H-].[Na+].[CH2:14]1[O:16][C@@H:15]1[CH2:17]OS(C1C=C([N+]([O-])=O)C=CC=1)(=O)=O. Product: [Br:10][C:7]1[CH:8]=[CH:9][C:4]([C:2](=[O:3])[CH3:1])=[C:5]([O:11][CH2:17][C@@H:15]2[CH2:14][O:16]2)[CH:6]=1. The catalyst class is: 3. (6) Reactant: [Br:1][C:2]1[CH:3]=[C:4]([NH:10][C:11]2[N:16]=[CH:15][C:14]([O:17][CH:18]3[CH2:21][N:20](C(OC(C)(C)C)=O)[CH2:19]3)=[CH:13][CH:12]=2)[C:5](=[O:9])[N:6]([CH3:8])[CH:7]=1.FC(F)(F)C(O)=O. Product: [NH:20]1[CH2:21][CH:18]([O:17][C:14]2[CH:13]=[CH:12][C:11]([NH:10][C:4]3[C:5](=[O:9])[N:6]([CH3:8])[CH:7]=[C:2]([Br:1])[CH:3]=3)=[N:16][CH:15]=2)[CH2:19]1. The catalyst class is: 2.